Task: Predict the reactants needed to synthesize the given product.. Dataset: Full USPTO retrosynthesis dataset with 1.9M reactions from patents (1976-2016) (1) Given the product [CH3:12][N:8]1[CH:9]=[CH:10][C:6]([N+:3]([O-:5])=[O:4])=[CH:7]1, predict the reactants needed to synthesize it. The reactants are: [H-].[Na+].[N+:3]([C:6]1[CH:10]=[CH:9][NH:8][CH:7]=1)([O-:5])=[O:4].I[CH3:12].[H][H]. (2) Given the product [ClH:27].[CH2:19]([O:3][C@H:4]1[CH2:9][CH2:8][CH2:7][NH:6][CH2:5]1)[CH:18]=[CH2:17], predict the reactants needed to synthesize it. The reactants are: [H-].[Na+].[OH:3][C@H:4]1[CH2:9][CH2:8][CH2:7][N:6](C(OC(C)(C)C)=O)[CH2:5]1.[CH2:17](I)[CH:18]=[CH2:19].O1CCOCC1.[ClH:27].